From a dataset of Full USPTO retrosynthesis dataset with 1.9M reactions from patents (1976-2016). Predict the reactants needed to synthesize the given product. Given the product [Cl:25][C:26]1[CH:27]=[CH:28][C:29]([S:32][C:33]2[C:41]3[C:36](=[CH:37][CH:38]=[C:39]([CH3:42])[CH:40]=3)[NH:35][C:34]=2[C:43]([O:45][CH2:19][C:15]2[CH:16]=[CH:17][CH:18]=[CH:13][CH:14]=2)=[O:44])=[CH:30][CH:31]=1, predict the reactants needed to synthesize it. The reactants are: ClC1C=C(SC2[C:18]3[C:13](=[CH:14][C:15]([CH3:19])=[CH:16][CH:17]=3)NC=2CCC(N)=O)C=C(Cl)C=1.[Cl:25][C:26]1[CH:31]=[CH:30][C:29]([S:32][C:33]2[C:41]3[C:36](=[CH:37][CH:38]=[C:39]([CH3:42])[CH:40]=3)[NH:35][C:34]=2[C:43]([OH:45])=[O:44])=[CH:28][CH:27]=1.C(Cl)(=O)C(Cl)=O.C(O)C1C=CC=CC=1.N1C=CC=CC=1.